From a dataset of Peptide-MHC class I binding affinity with 185,985 pairs from IEDB/IMGT. Regression. Given a peptide amino acid sequence and an MHC pseudo amino acid sequence, predict their binding affinity value. This is MHC class I binding data. (1) The peptide sequence is SSCSSCPLSKI. The MHC is HLA-A02:06 with pseudo-sequence HLA-A02:06. The binding affinity (normalized) is 0.0876. (2) The peptide sequence is EWFPTSRTTW. The MHC is HLA-A23:01 with pseudo-sequence HLA-A23:01. The binding affinity (normalized) is 0.497. (3) The peptide sequence is AIRAGYSIV. The MHC is HLA-A02:02 with pseudo-sequence HLA-A02:02. The binding affinity (normalized) is 0.345.